From a dataset of Full USPTO retrosynthesis dataset with 1.9M reactions from patents (1976-2016). Predict the reactants needed to synthesize the given product. Given the product [Cl:26][C:27]1[CH:32]=[CH:31][CH:30]=[CH:29][C:28]=1[C@@H:33]1[NH:38][C:37](=[O:39])[C@H:36]([CH2:40][CH:41]([CH3:43])[CH3:42])[N:35]([C:56]([C:53]2[N:52]=[C:51]([C:48]3[CH:49]=[CH:50][C:45]([F:44])=[CH:46][CH:47]=3)[O:55][N:54]=2)=[O:57])[CH2:34]1, predict the reactants needed to synthesize it. The reactants are: C([C@@H]1N(C(=O)/C=C/C2C=CC=CC=2)C[C@H](CC(C)C)NC1=O)C(C)C.[Cl:26][C:27]1[CH:32]=[CH:31][CH:30]=[CH:29][C:28]=1[C@@H:33]1[NH:38][C:37](=[O:39])[C@H:36]([CH2:40][CH:41]([CH3:43])[CH3:42])[NH:35][CH2:34]1.[F:44][C:45]1[CH:50]=[CH:49][C:48]([C:51]2[O:55][N:54]=[C:53]([C:56](O)=[O:57])[N:52]=2)=[CH:47][CH:46]=1.